Dataset: Full USPTO retrosynthesis dataset with 1.9M reactions from patents (1976-2016). Task: Predict the reactants needed to synthesize the given product. (1) Given the product [CH:20]1([C:7]2([CH2:6][O:5][S:2]([CH3:1])(=[O:4])=[O:3])[CH2:8][CH2:9][N:10]([C:13]([O:15][C:16]([CH3:19])([CH3:18])[CH3:17])=[O:14])[CH2:11][CH2:12]2)[CH2:21][CH2:22][CH2:23][CH2:24][CH2:25]1, predict the reactants needed to synthesize it. The reactants are: [CH3:1][S:2]([O:5][CH2:6][C:7]1([C:20]2[CH:25]=[CH:24][CH:23]=[CH:22][CH:21]=2)[CH2:12][CH2:11][N:10]([C:13]([O:15][C:16]([CH3:19])([CH3:18])[CH3:17])=[O:14])[CH2:9][CH2:8]1)(=[O:4])=[O:3]. (2) Given the product [Br:3][C:4]1[CH:9]=[C:8]([CH3:10])[CH:7]=[C:6]([Br:11])[C:5]=1[O:12][C:23]1[CH:24]=[CH:25][C:20]([N+:17]([O-:19])=[O:18])=[CH:21][CH:22]=1, predict the reactants needed to synthesize it. The reactants are: [H-].[Na+].[Br:3][C:4]1[CH:9]=[C:8]([CH3:10])[CH:7]=[C:6]([Br:11])[C:5]=1[OH:12].CS(C)=O.[N+:17]([C:20]1[CH:25]=[CH:24][C:23]([N+]([O-])=O)=[CH:22][CH:21]=1)([O-:19])=[O:18].